Task: Predict which catalyst facilitates the given reaction.. Dataset: Catalyst prediction with 721,799 reactions and 888 catalyst types from USPTO (1) Reactant: [F:1][CH:2]([F:18])[C:3]1[C:7]([C:8]([F:11])([F:10])[F:9])=[C:6]([C:12]([O:14]CC)=[O:13])[N:5]([CH3:17])[N:4]=1.[OH-].[Na+]. Product: [F:18][CH:2]([F:1])[C:3]1[C:7]([C:8]([F:11])([F:10])[F:9])=[C:6]([C:12]([OH:14])=[O:13])[N:5]([CH3:17])[N:4]=1. The catalyst class is: 5. (2) Product: [Cl:17][C:16]1[C:9]2[N:8]=[C:7]([O:6][C:5]3[C:23]([CH3:25])=[CH:24][C:2]([Si:33]([CH3:35])([CH3:34])[CH3:32])=[CH:3][C:4]=3[Cl:26])[N:11]([CH3:12])[C:10]=2[C:13]([CH:18]([CH2:21][CH3:22])[CH2:19][CH3:20])=[CH:14][CH:15]=1. The catalyst class is: 7. Reactant: Br[C:2]1[CH:24]=[C:23]([CH3:25])[C:5]([O:6][C:7]2[N:11]([CH3:12])[C:10]3[C:13]([CH:18]([CH2:21][CH3:22])[CH2:19][CH3:20])=[CH:14][CH:15]=[C:16]([Cl:17])[C:9]=3[N:8]=2)=[C:4]([Cl:26])[CH:3]=1.C([Li])CCC.[CH3:32][Si:33](N=C=O)([CH3:35])[CH3:34].O.